From a dataset of Peptide-MHC class II binding affinity with 134,281 pairs from IEDB. Regression. Given a peptide amino acid sequence and an MHC pseudo amino acid sequence, predict their binding affinity value. This is MHC class II binding data. (1) The peptide sequence is KEADYSQIPISINYR. The MHC is DRB1_1101 with pseudo-sequence DRB1_1101. The binding affinity (normalized) is 0.257. (2) The peptide sequence is EVLFRLENHAETLRA. The MHC is HLA-DPA10103-DPB10401 with pseudo-sequence HLA-DPA10103-DPB10401. The binding affinity (normalized) is 0.158. (3) The peptide sequence is RRRQLLNLDVLCLSS. The MHC is H-2-IAb with pseudo-sequence H-2-IAb. The binding affinity (normalized) is 0.0722. (4) The peptide sequence is ATATATSAVGAPTGA. The MHC is HLA-DPA10201-DPB10101 with pseudo-sequence HLA-DPA10201-DPB10101. The binding affinity (normalized) is 0.0567. (5) The peptide sequence is TLWQRPLVTIKIGGQLMEAL. The MHC is HLA-DQA10501-DQB10201 with pseudo-sequence HLA-DQA10501-DQB10201. The binding affinity (normalized) is 0.387. (6) The peptide sequence is AFSPEVIPMFSALSEGA. The MHC is HLA-DPA10201-DPB11401 with pseudo-sequence HLA-DPA10201-DPB11401. The binding affinity (normalized) is 0.275. (7) The peptide sequence is VREFVATTRTLGNFS. The MHC is DRB1_0101 with pseudo-sequence DRB1_0101. The binding affinity (normalized) is 0.436. (8) The peptide sequence is INVGFKAAVAAAASV. The MHC is DRB1_0901 with pseudo-sequence DRB1_0901. The binding affinity (normalized) is 0.950. (9) The peptide sequence is PYGATISATPEWATP. The MHC is DRB1_1001 with pseudo-sequence DRB1_1001. The binding affinity (normalized) is 0.332.